Binary Classification. Given a miRNA mature sequence and a target amino acid sequence, predict their likelihood of interaction. From a dataset of Experimentally validated miRNA-target interactions with 360,000+ pairs, plus equal number of negative samples. (1) The miRNA is cel-miR-48-5p with sequence UGAGGUAGGCUCAGUAGAUGCGA. The protein sequence of the target gene is MAEAPASPAPLSPLEVELDPEFEPQSRPRSCTWPLQRPELQASPAKPSGETAADSMIPEEEDDEDDEDGGGRAGSAMAIGGGGGSGTLGSGLLLEDSARVLAPGGQDPGSGPATAAGGLSGGTQALLQPQQPLPPPQPGAAGGSGQPRKCSSRRNAWGNLSYADLITRAIESSPDKRLTLSQIYEWMVRCVPYFKDKGDSNSSAGWKNSIRHNLSLHSRFMRVQNEGTGKSSWWIINPDGGKSGKAPRRRAVSMDNSNKYTKSRGRAAKKKAALQTAPESADDSPSQLSKWPGSPTSRSS.... Result: 0 (no interaction). (2) The miRNA is mmu-miR-7650-3p with sequence GUUUUGAUAUAUACAAGAAGGA. The protein sequence of the target gene is MEELAKKERRAMDPGGLKKEGKVEEEAGKEEGREEEGGEEEEVTSETLRGKPRPLPISALPAFSYIPPRHQGPKERSYFSREGQTGIVSLYDCVFKRRLDYNQKLHRDDREHAKNLGLHINEEEQERTVPVLMSSVYGKRINQPIEPLNRDYGHVSHVKTDFYRKNEIPSIKGPGFGHINPA. Result: 0 (no interaction). (3) The miRNA is hsa-miR-6890-5p with sequence CAUGGGGUAGGGCAGAGUAGG. The protein sequence of the target gene is MGNGMCSRKQKRIFQTLLLLTVVFGFLYGAMLYLELQTQLRKAEAVALKYQQHQDSLSAQLQVVYEHRSRLEKSLQKERLEHKKAKEDFLVYKLEAQETLNKGRQDSNSRYSALNVQHQMLKSQHEELRKQHSDLEEEHRKQGEDFSRTFNDHKQRYLQLQQEKEQELSKLKETVYNLREENRQLRKAHQDIHTQLQDVKTQVAEYKQLKDTLNRIPSFRNPDPVEQQNVTFPHGTHPPQGYNGREKLTGELQEVQPNHEAGPRRMEEKPLSSMQKDAGFQALEEQNQVEPREPEERQVE.... Result: 0 (no interaction). (4) The miRNA is hsa-miR-525-5p with sequence CUCCAGAGGGAUGCACUUUCU. The protein sequence of the target gene is MSCQQSQQQCQPPPKCTPKCPPKCPTPKCPPKCPPKCPPVSSCCSVSSGGCCGSSSGGSCGSSSGGCCSSGGGGCCLSHHRHHRSHRHRPQSSDCCSQPSGGSSCCGGGSGQHSGGCC. Result: 0 (no interaction). (5) The miRNA is hsa-miR-1273c with sequence GGCGACAAAACGAGACCCUGUC. The protein sequence of the target gene is MLQNSAVILALVISAAAAHEAEQNDSVSPRKSRVAAQNSAEVVRCLNSALQVGCGAFACLENSTCDTDGMYDICKSFLYSAAKFDTQGKAFVKESLKCIANGITSKVFLAIRRCSTFQRMIAEVQEDCYSKLNVCSIAKRNPEAITEVIQLPNHFSNRYYNRLVRSLLECDEDTVSTIRDSLMEKIGPNMASLFHILQTDHCAQTHPRADFNRRRTNEPQKLKVLLRNLRGEGDSPSHIKRTSQESA. Result: 0 (no interaction). (6) The miRNA is hsa-miR-603 with sequence CACACACUGCAAUUACUUUUGC. The protein sequence of the target gene is MSRSKRDNNFYSVEIADSTFTVLKRYQNLKPIGSGAQGIVCAAYDAILERNVAIKKLSRPFQNQTHAKRAYRELVLMKCVNHKNIIGLLNVFTPQKSLEEFQDVYIVMELMDANLCQVIQMELDHERMSYLLYQMLCGIKHLHSAGIIHRDLKPSNIVVKSDCTLKILDFGLARTAGTSFMMTPYVVTRYYRAPEVILGMGYKENVDLWSVGCIMGEMVCLKILFPGRDYIDQWNKVIEQLGTPCPEFMKKLQPTVRTYVENRPKYAGYSFEKLFPDVLFPADSEHNKLKASQARDLLSK.... Result: 0 (no interaction). (7) The miRNA is bta-miR-31 with sequence AGGCAAGAUGCUGGCAUAGCU. The protein sequence of the target gene is MIEKMQGSRMDEQRCSFPPPLKTEEDYIPYPSVHEVLGREGPFPLILLPQFGGYWIEGTNHEISSLPETEPLQSPTTKVKLECNPTARIYRKHFLGKEHFNYYSLDTALGHLVFSLKYDVIGDQEHLRLLLRTKCRTHHDVIPISCLTEFPNVVQMAKLVCEDVNVDRFYPVLYPKASRLIVTFDEHVISNNFKFGVIYQKLGQTSEEELFSTNEESPAFVEFLEFLGQKVKLQDFKGFRGGLDVTHGQTGTESVYCNFRNKEIMFHVSTKLPYTEGDAQQLQRKRHIGNDIVAVVFQDE.... Result: 0 (no interaction). (8) The miRNA is hsa-miR-6870-5p with sequence UGGGGGAGAUGGGGGUUGA. Result: 0 (no interaction). The protein sequence of the target gene is MQPLSKLMAISKPRNLSLREQREVLRADMSWQQETNPVVETHDSEASRQKFRHFQYLKVSGPHEALSQLWELCLQWLRPEIHTKKQIIELLVLEQFLAILPEEVRTWVNLQHPNNSKDMVTLIEDVIEMLEDEDMPCKDSALQMGSIKEKMKAGSRTGKPQEPVTFKDVVVEFSKEEWGQLDSAVKNLYRNVMLENFRNLNSLRKAHLLSKPFESLKLESKKKRWIMEKEIPRKTIFDMKSISGEESSHGVIMTRLTESGHPSSDAWKGENWLYRNQKKWDINLPQEAFIPETIYTEEED.... (9) The miRNA is hsa-miR-6832-5p with sequence AGUAGAGAGGAAAAGUUAGGGUC. The protein sequence of the target gene is MTLLGSEHSLLIRRKFRSVLQLRLQQRRTQEQLANQGLIPPLKSPTEFHDPRKKLDSAKTEDSLRRKVRNRSDRASLVNMHILQASTAERSIPTAQMKLKRARLADDLNEKIALRPGPLELVEKNILPMDSSVKEAIKGTEVSLSKAADAFAFEDDSSRDGLSPDQARSEDPQGSGGSTPDIKSTEAPLAGPLDTIQDLTPGSESDKNDTASQLSNQSDSGKQVLGPLSTPIPVHTAVKSKSLGDSKNRHKKPKDPKPKVKKLKYHQYIPPDQKAEKSPPPMDSAYARLLQQQQLFLQLQ.... Result: 0 (no interaction). (10) The miRNA is hsa-miR-3923 with sequence AACUAGUAAUGUUGGAUUAGGG. The protein sequence of the target gene is MLPNTGRLAGCTVFITGASRGIGKAIALKAAKDGANIVIAAKTAQPHPKLLGTIYTAAEEIEAVGGKALPCIVDVRDEQQISAAVEKAIKKFGGIDILVNNASAISLTNTLDTPTKRLDLMMNVNTRGTYLASKACIPYLKKSKVAHILNISPPLNLNPVWFKQHCAYTIAKYGMSMYVLGMAEEFKGEIAVNALWPKTAIHTAAMDMLGGPGIESQCRKVDIIADAAYSIFQKPKSFTGNFVIDENILKEEGIENFDVYAIKPGHPLQPDFFLDEYPEAVSKKVESTGAVPEFKEEKLQ.... Result: 0 (no interaction).